Dataset: Catalyst prediction with 721,799 reactions and 888 catalyst types from USPTO. Task: Predict which catalyst facilitates the given reaction. (1) Reactant: [CH:1]1[CH:6]=[CH:5][C:4]([NH:7][C:8]2[CH:13]=[CH:12][C:11]([N:14]=[O:15])=[CH:10][CH:9]=2)=[CH:3][CH:2]=1.N1C=CC=CC=1.C1(C)C=CC=CC=1.[C:29](OC(=O)C)(=[O:31])[CH3:30]. Product: [C:29]([O:15][N:14]=[C:11]1[CH:12]=[CH:13][C:8](=[N:7][C:4]2[CH:3]=[CH:2][CH:1]=[CH:6][CH:5]=2)[CH:9]=[CH:10]1)(=[O:31])[CH3:30]. The catalyst class is: 6. (2) Reactant: Cl.[NH2:2][C@H:3]([C:6]([OH:8])=[O:7])[CH2:4][SH:5].C([O-])(=O)C.[K+].CO.[CH3:16][O:17][C:18]1[CH:19]=[C:20]([CH:23]=[CH:24][CH:25]=1)[CH:21]=O. Product: [CH3:16][O:17][C:18]1[CH:19]=[C:20]([C@@H:21]2[NH:2][CH:3]([C:6]([OH:8])=[O:7])[CH2:4][S:5]2)[CH:23]=[CH:24][CH:25]=1. The catalyst class is: 6. (3) Reactant: [CH3:1][C:2]1([CH3:23])[C:11]2[C:6](=[CH:7][CH:8]=[C:9]([C:12]([F:15])([F:14])[F:13])[CH:10]=2)[NH:5][CH:4]([C:16]2[CH:22]=[CH:21][CH:20]=[CH:19][C:17]=2[NH2:18])[CH2:3]1.N1C=CC=CC=1.[CH2:30]([S:32](Cl)(=[O:34])=[O:33])[CH3:31]. Product: [CH3:1][C:2]1([CH3:23])[C:11]2[C:6](=[CH:7][CH:8]=[C:9]([C:12]([F:13])([F:15])[F:14])[CH:10]=2)[NH:5][CH:4]([C:16]2[CH:22]=[CH:21][CH:20]=[CH:19][C:17]=2[NH:18][S:32]([CH2:30][CH3:31])(=[O:34])=[O:33])[CH2:3]1. The catalyst class is: 46. (4) Reactant: [CH2:1]([N:3]1[C:15]2[CH:14]=[CH:13][C:12]([CH:16]=O)=[CH:11][C:10]=2[C:9]2[C:4]1=[CH:5][CH:6]=[CH:7][CH:8]=2)[CH3:2].[NH:18]1[CH2:23][CH2:22][CH:21]([C:24]2[CH:29]=[CH:28][C:27]([NH:30][C:31](=[O:35])[CH2:32][CH2:33][CH3:34])=[CH:26][CH:25]=2)[CH2:20][CH2:19]1. Product: [CH2:1]([N:3]1[C:15]2[CH:14]=[CH:13][C:12]([CH2:16][N:18]3[CH2:23][CH2:22][CH:21]([C:24]4[CH:29]=[CH:28][C:27]([NH:30][C:31](=[O:35])[CH2:32][CH2:33][CH3:34])=[CH:26][CH:25]=4)[CH2:20][CH2:19]3)=[CH:11][C:10]=2[C:9]2[C:4]1=[CH:5][CH:6]=[CH:7][CH:8]=2)[CH3:2]. The catalyst class is: 52. (5) Reactant: [N+:1]([C:4]1[CH:5]=[C:6](F)[CH:7]=[CH:8][C:9]=1[N+:10]([O-:12])=[O:11])([O-:3])=[O:2].[OH:14][CH:15]1[CH2:20][CH2:19][N:18]([CH3:21])[CH2:17][CH2:16]1.[H-].[Na+]. The catalyst class is: 1. Product: [N+:1]([C:4]1[CH:5]=[C:6]([CH:7]=[CH:8][C:9]=1[N+:10]([O-:12])=[O:11])[O:14][CH:15]1[CH2:20][CH2:19][N:18]([CH3:21])[CH2:17][CH2:16]1)([O-:3])=[O:2].